From a dataset of HIV replication inhibition screening data with 41,000+ compounds from the AIDS Antiviral Screen. Binary Classification. Given a drug SMILES string, predict its activity (active/inactive) in a high-throughput screening assay against a specified biological target. (1) The molecule is Cn1cnnc1SC(F)(F)c1nc2ccccc2o1. The result is 0 (inactive). (2) The result is 0 (inactive). The compound is CCCCCCCCCCNC1CC(OC2CC(O)(C(O)CO)Cc3c(O)c4c(c(O)c32)C(=O)c2c(OC)cccc2C4=O)OC(C)C1O. (3) The molecule is CCCCCCC1CCC2CCCC(C)N12. The result is 0 (inactive). (4) The molecule is O=C(NC(=O)c1cn(CCN2CCN(C(=O)NCCCCCCNC(=O)N3CCN(CCn4cc(C(=O)NC(=O)OCc5ccccc5)c(=O)[nH]c4=O)CC3)CC2)c(=O)[nH]c1=O)OCc1ccccc1. The result is 0 (inactive). (5) The molecule is CC(C)(C)c1cc(CCC(=O)Nc2ccc(Cl)cc2)nc(S)n1. The result is 0 (inactive). (6) The drug is COc1ccc(C=NNc2nnc3c(n2)[nH]c2ccc(Br)cc23)cc1. The result is 0 (inactive). (7) The molecule is CCOC(=O)C(C#N)=C1C(O)=C(C(=O)OC)C(C(=O)OC)=C1C(=O)OC.c1ccncc1. The result is 0 (inactive).